Dataset: Full USPTO retrosynthesis dataset with 1.9M reactions from patents (1976-2016). Task: Predict the reactants needed to synthesize the given product. (1) Given the product [N+:8]([C:5]1[N:6]=[CH:7][C:2]([O:18][C:14]2[CH:13]=[C:12]([CH:17]=[CH:16][CH:15]=2)[NH2:11])=[CH:3][CH:4]=1)([O-:10])=[O:9], predict the reactants needed to synthesize it. The reactants are: Br[C:2]1[CH:3]=[CH:4][C:5]([N+:8]([O-:10])=[O:9])=[N:6][CH:7]=1.[NH2:11][C:12]1[CH:13]=[C:14]([OH:18])[CH:15]=[CH:16][CH:17]=1.C(=O)([O-])[O-].[Cs+].[Cs+]. (2) Given the product [Br:1][C:2]1[CH:3]=[N:4][C:5]([N:11]([CH3:12])[CH3:10])=[N:6][CH:7]=1, predict the reactants needed to synthesize it. The reactants are: [Br:1][C:2]1[CH:3]=[N:4][C:5](Cl)=[N:6][CH:7]=1.Cl.[CH3:10][NH:11][CH3:12].C([O-])([O-])=O.[K+].[K+]. (3) Given the product [C:1]([O:5][C:6](=[O:29])[NH:7][C@@H:8]1[C@@H:13]([OH:14])[C@H:12]([CH2:15][C:16]2[CH:17]=[C:18]([F:26])[C:19]([N+:23]([O-:25])=[O:24])=[C:20]([O:32][CH2:31][CH3:30])[CH:21]=2)[CH2:11][S:10](=[O:27])(=[O:28])[CH2:9]1)([CH3:3])([CH3:4])[CH3:2], predict the reactants needed to synthesize it. The reactants are: [C:1]([O:5][C:6](=[O:29])[NH:7][C@@H:8]1[C@@H:13]([OH:14])[C@H:12]([CH2:15][C:16]2[CH:21]=[C:20](F)[C:19]([N+:23]([O-:25])=[O:24])=[C:18]([F:26])[CH:17]=2)[CH2:11][S:10](=[O:28])(=[O:27])[CH2:9]1)([CH3:4])([CH3:3])[CH3:2].[CH3:30][CH2:31][OH:32].[OH-].[K+]. (4) Given the product [Cl:1][C:2]1[CH:7]=[C:6]([S:38][CH2:36][CH3:37])[N:5]2[N:8]=[C:9]([C:24]3[CH:25]=[CH:26][C:27]([F:30])=[CH:28][CH:29]=3)[C:10]([C:11]3[CH:16]=[CH:15][N:14]=[C:13]([NH:17][C:18]4[CH:23]=[CH:22][CH:21]=[CH:20][CH:19]=4)[N:12]=3)=[C:4]2[CH:3]=1, predict the reactants needed to synthesize it. The reactants are: [Cl:1][C:2]1[CH:7]=[CH:6][N:5]2[N:8]=[C:9]([C:24]3[CH:29]=[CH:28][C:27]([F:30])=[CH:26][CH:25]=3)[C:10]([C:11]3[CH:16]=[CH:15][N:14]=[C:13]([NH:17][C:18]4[CH:23]=[CH:22][CH:21]=[CH:20][CH:19]=4)[N:12]=3)=[C:4]2[CH:3]=1.C([Li])CCC.[CH2:36]([S:38]SCC)[CH3:37].O.